From a dataset of Catalyst prediction with 721,799 reactions and 888 catalyst types from USPTO. Predict which catalyst facilitates the given reaction. (1) Reactant: [NH2:1][C:2]1[C:10]([Br:11])=[CH:9][CH:8]=[CH:7][C:3]=1[C:4]([OH:6])=O.CCCP1(OP(CCC)(=O)OP(CCC)(=O)O1)=O.[CH:30]1([NH2:33])[CH2:32][CH2:31]1. Product: [NH2:1][C:2]1[C:10]([Br:11])=[CH:9][CH:8]=[CH:7][C:3]=1[C:4]([NH:33][CH:30]1[CH2:32][CH2:31]1)=[O:6]. The catalyst class is: 25. (2) Reactant: [CH3:1][C:2]1[C:7]([CH3:8])=[CH:6][CH:5]=[CH:4][N:3]=1.ClC1C=CC=C(C(OO)=[O:17])C=1.S([O-])([O-])=O.[Na+].[Na+]. The catalyst class is: 2. Product: [CH3:1][C:2]1[C:7]([CH3:8])=[CH:6][CH:5]=[CH:4][N+:3]=1[O-:17]. (3) Reactant: FC(F)(F)C(O)=O.[C:8]([C:10]1[NH:11][C:12](=[O:28])[N:13]([CH:15]2[CH2:20][CH2:19][N:18](C(OC(C)(C)C)=O)[CH2:17][CH2:16]2)[CH:14]=1)#[N:9]. Product: [O:28]=[C:12]1[NH:11][C:10]([C:8]#[N:9])=[CH:14][N:13]1[CH:15]1[CH2:20][CH2:19][NH:18][CH2:17][CH2:16]1. The catalyst class is: 4. (4) Reactant: [I:1][C:2]1[CH:3]=[N:4][N:5]2[CH2:10][CH2:9][N:8](C(OC(C)(C)C)=O)[CH2:7][C:6]=12. Product: [I:1][C:2]1[CH:3]=[N:4][N:5]2[CH2:10][CH2:9][NH:8][CH2:7][C:6]=12. The catalyst class is: 209. (5) Reactant: [Cl:1][C:2]1[CH:7]=[CH:6][C:5]([C:8]2[S:12][C:11]([C:13]([O:15]C)=O)=[C:10](/[N:17]=[CH:18]/[N:19]([CH3:21])C)[CH:9]=2)=[CH:4][CH:3]=1.[N:22]12[CH2:29][CH2:28][CH:25]([CH2:26][CH2:27]1)[C@@H:24]([O:30][C:31]1[CH:32]=[C:33](CN)[CH:34]=[CH:35][CH:36]=1)[CH2:23]2. Product: [N:22]12[CH2:29][CH2:28][CH:25]([CH2:26][CH2:27]1)[C@@H:24]([O:30][C:31]1[CH:36]=[C:35]([CH:34]=[CH:33][CH:32]=1)[CH2:21][N:19]1[C:13](=[O:15])[C:11]3[S:12][C:8]([C:5]4[CH:4]=[CH:3][C:2]([Cl:1])=[CH:7][CH:6]=4)=[CH:9][C:10]=3[N:17]=[CH:18]1)[CH2:23]2. The catalyst class is: 5.